Predict the product of the given reaction. From a dataset of Forward reaction prediction with 1.9M reactions from USPTO patents (1976-2016). (1) Given the reactants C(OC([NH:11][C@H:12]([C:14]1[N:19]=[C:18]2[CH:20]=[CH:21][N:22]([CH3:23])[C:17]2=[CH:16][C:15]=1[C:24]1[CH2:25][N:26]([C:29]([O:31][C:32]([CH3:35])([CH3:34])[CH3:33])=[O:30])[CH2:27][CH:28]=1)[CH3:13])=O)C1C=CC=CC=1, predict the reaction product. The product is: [NH2:11][C@H:12]([C:14]1[N:19]=[C:18]2[CH:20]=[CH:21][N:22]([CH3:23])[C:17]2=[CH:16][C:15]=1[CH:24]1[CH2:28][CH2:27][N:26]([C:29]([O:31][C:32]([CH3:33])([CH3:35])[CH3:34])=[O:30])[CH2:25]1)[CH3:13]. (2) The product is: [C:3]([NH:11][C:12]1[CH:31]=[CH:30][CH:29]=[CH:28][C:13]=1[C:14]([NH:16][C:17]1[CH:27]=[CH:26][CH:25]=[CH:24][C:18]=1[C:19]([OH:21])=[O:20])=[O:15])(=[O:10])[C:4]1[CH:5]=[CH:6][CH:7]=[CH:8][CH:9]=1. Given the reactants [OH-].[Na+].[C:3]([NH:11][C:12]1[CH:31]=[CH:30][CH:29]=[CH:28][C:13]=1[C:14]([NH:16][C:17]1[CH:27]=[CH:26][CH:25]=[CH:24][C:18]=1[C:19]([O:21]CC)=[O:20])=[O:15])(=[O:10])[C:4]1[CH:9]=[CH:8][CH:7]=[CH:6][CH:5]=1, predict the reaction product. (3) The product is: [CH2:1]([C:3]1[C:11]2[C:6](=[N:7][C:8]([CH3:24])=[C:9]([CH:19]([CH2:37][CH2:36][CH3:40])[C:20]([O:22][CH3:23])=[O:21])[C:10]=2[C:12]2[CH:17]=[CH:16][C:15]([CH3:18])=[CH:14][CH:13]=2)[S:5][C:4]=1[CH3:25])[CH3:2]. Given the reactants [CH2:1]([C:3]1[C:11]2[C:6](=[N:7][C:8]([CH3:24])=[C:9]([CH2:19][C:20]([O:22][CH3:23])=[O:21])[C:10]=2[C:12]2[CH:17]=[CH:16][C:15]([CH3:18])=[CH:14][CH:13]=2)[S:5][C:4]=1[CH3:25])[CH3:2].[Li+].C[Si]([N-][Si](C)(C)C)(C)C.[CH2:36]1[CH2:40]OC[CH2:37]1.ICCC, predict the reaction product. (4) Given the reactants [C:1]([O:5][C:6]([N:8]1[CH2:13][CH2:12][CH2:11][CH:10]([CH2:14][OH:15])[CH2:9]1)=[O:7])([CH3:4])([CH3:3])[CH3:2].[Cl:16][C:17]1[CH:22]=[CH:21][C:20]([C:23]2[CH:28]=[CH:27][C:26]([CH2:29]Cl)=[CH:25][CH:24]=2)=[CH:19][CH:18]=1, predict the reaction product. The product is: [C:1]([O:5][C:6]([N:8]1[CH2:13][CH2:12][CH2:11][CH:10]([CH2:14][O:15][CH2:29][C:26]2[CH:25]=[CH:24][C:23]([C:20]3[CH:21]=[CH:22][C:17]([Cl:16])=[CH:18][CH:19]=3)=[CH:28][CH:27]=2)[CH2:9]1)=[O:7])([CH3:4])([CH3:3])[CH3:2]. (5) Given the reactants [N:1]1[CH:6]=[CH:5][C:4]([NH:7][C:8](=[O:16])OC2C=CC=CC=2)=[N:3][CH:2]=1.[Cl:17][C:18]1[CH:19]=[C:20]([C:24]2[CH:25]=[CH:26][C:27]3[C:33]([F:35])([F:34])[CH2:32][CH2:31][CH2:30][NH:29][C:28]=3[N:36]=2)[CH:21]=[CH:22][CH:23]=1, predict the reaction product. The product is: [Cl:17][C:18]1[CH:19]=[C:20]([C:24]2[CH:25]=[CH:26][C:27]3[C:33]([F:35])([F:34])[CH2:32][CH2:31][CH2:30][N:29]([C:8]([NH:7][C:4]4[CH:5]=[CH:6][N:1]=[CH:2][N:3]=4)=[O:16])[C:28]=3[N:36]=2)[CH:21]=[CH:22][CH:23]=1. (6) Given the reactants [C:1](Cl)(=[O:8])[C:2]1[CH:7]=[CH:6][CH:5]=[CH:4][CH:3]=1.[O:10]=[CH:11][C@H:12]([C@@H:14]([C@@H:16]([C@H:18]([CH3:20])[OH:19])[OH:17])[OH:15])[OH:13], predict the reaction product. The product is: [CH3:20][C@@H:18]1[O:19][CH:11]([O:10][C:1]([C:2]2[CH:7]=[CH:6][CH:5]=[CH:4][CH:3]=2)=[O:8])[C@@H:12]([O:13][C:1]([C:2]2[CH:7]=[CH:6][CH:5]=[CH:4][CH:3]=2)=[O:8])[CH:14]([O:15][C:1]([C:2]2[CH:7]=[CH:6][CH:5]=[CH:4][CH:3]=2)=[O:8])[C@H:16]1[O:17][C:1]([C:2]1[CH:7]=[CH:6][CH:5]=[CH:4][CH:3]=1)=[O:8]. (7) Given the reactants [Cl:1][C:2]1[CH:7]=[CH:6][CH:5]=[C:4]([F:8])[C:3]=1[NH:9][C:10]1[CH:15]=[CH:14][C:13]([CH3:16])=[CH:12][CH:11]=1.[Cl:17][CH2:18][C:19](Cl)=[O:20], predict the reaction product. The product is: [Cl:17][CH2:18][C:19]([N:9]([C:3]1[C:4]([F:8])=[CH:5][CH:6]=[CH:7][C:2]=1[Cl:1])[C:10]1[CH:11]=[CH:12][C:13]([CH3:16])=[CH:14][CH:15]=1)=[O:20].